Task: Predict the reactants needed to synthesize the given product.. Dataset: Retrosynthesis with 50K atom-mapped reactions and 10 reaction types from USPTO (1) Given the product OCc1ccc(C2CCCCC2)c(Cl)c1, predict the reactants needed to synthesize it. The reactants are: O=C(O)c1ccc(C2CCCCC2)c(Cl)c1. (2) Given the product CC(=O)c1cc2c(c(Br)c1O)C(C)(C)CC=C2C(C)C, predict the reactants needed to synthesize it. The reactants are: COc1c(C(C)=O)cc2c(c1Br)C(C)(C)CC=C2C(C)C. (3) Given the product CCOC(=O)C(C)Oc1ccc(Oc2cc(F)cc(F)c2)cc1, predict the reactants needed to synthesize it. The reactants are: CCOC(=O)C(C)Br.Oc1ccc(Oc2cc(F)cc(F)c2)cc1. (4) Given the product OC(c1ccc2c(c1)CCN2)(C(F)(F)Cl)C(F)(F)Cl, predict the reactants needed to synthesize it. The reactants are: OC(c1ccc2c(c1)CCN2C(c1ccccc1)c1ccccc1)(C(F)(F)Cl)C(F)(F)Cl. (5) Given the product Cc1cc(C(F)(F)F)ccc1S(=O)(=O)N1CCN(C(=O)OC(C)(C)C)[C@@H](C)C1, predict the reactants needed to synthesize it. The reactants are: C[C@H]1CN(S(=O)(=O)c2ccc(C(F)(F)F)cc2Br)CCN1C(=O)OC(C)(C)C.O=C([O-])[O-]. (6) Given the product COC(=O)[C@@H]1CCC[C@@H]2SCC[C@H](NC(=O)[C@H](CC[C@H](Cc3ccccc3)C(=O)N[C@H]3CCC=C[C@H]4CCCCN4C3=O)Cc3ccccc3)C(=O)N21, predict the reactants needed to synthesize it. The reactants are: COC(=O)[C@@H]1CCC[C@@H]2SCC[C@H](NC(=O)[C@H](CC[C@H](Cc3ccccc3)C(=O)O)Cc3ccccc3)C(=O)N21.N[C@H]1CCC=C[C@H]2CCCCN2C1=O. (7) Given the product CCn1cnc2c(N)nc(NCc3ccccc3)nc21, predict the reactants needed to synthesize it. The reactants are: CCn1cnc2c(N)nc(Cl)nc21.NCc1ccccc1. (8) The reactants are: CN.Cc1nc(C(=O)O)c(NC(=O)c2nc(C3CC3)cnc2Nc2cncnc2)s1. Given the product CNC(=O)c1nc(C)sc1NC(=O)c1nc(C2CC2)cnc1Nc1cncnc1, predict the reactants needed to synthesize it. (9) Given the product CCCCCCCCCCCCNC(=O)c1ccc(CN(CC2CCNCC2)C(=O)C(=O)OCC)cc1, predict the reactants needed to synthesize it. The reactants are: CCCCCCCCCCCCNC(=O)c1ccc(CN(CC2CCN(C(=O)OC(C)(C)C)CC2)C(=O)C(=O)OCC)cc1. (10) The reactants are: COC1CN(C(=O)OC(C)(C)C)CC1n1cnnc1-c1ncc(Cl)cc1NS(=O)(=O)c1ccc(Cl)c(C(F)(F)F)c1. Given the product COC1CNCC1n1cnnc1-c1ncc(Cl)cc1NS(=O)(=O)c1ccc(Cl)c(C(F)(F)F)c1, predict the reactants needed to synthesize it.